Dataset: TCR-epitope binding with 47,182 pairs between 192 epitopes and 23,139 TCRs. Task: Binary Classification. Given a T-cell receptor sequence (or CDR3 region) and an epitope sequence, predict whether binding occurs between them. (1) The epitope is NLSALGIFST. The TCR CDR3 sequence is CASGQRGAYNEQFF. Result: 1 (the TCR binds to the epitope). (2) The epitope is SEISMDNSPNL. The TCR CDR3 sequence is CASSPVGQGAYNEQFF. Result: 1 (the TCR binds to the epitope). (3) The epitope is SLFNTVATLY. The TCR CDR3 sequence is CASDGQGNGYTF. Result: 0 (the TCR does not bind to the epitope). (4) The epitope is YLQPRTFLL. The TCR CDR3 sequence is CASSDLTGGEAFF. Result: 1 (the TCR binds to the epitope). (5) The epitope is YLNTLTLAV. The TCR CDR3 sequence is CASSIEGATNQPQHF. Result: 1 (the TCR binds to the epitope). (6) The epitope is EILDITPCSF. The TCR CDR3 sequence is CASSFSGTGGLGYTF. Result: 1 (the TCR binds to the epitope). (7) The epitope is NLNESLIDL. The TCR CDR3 sequence is CASSQQETGGDIQYF. Result: 0 (the TCR does not bind to the epitope). (8) The epitope is LLFGYPVYV. The TCR CDR3 sequence is CASNLQGLAEGPQFF. Result: 0 (the TCR does not bind to the epitope). (9) The epitope is KRWIIMGLNK. The TCR CDR3 sequence is CAGSLVGRGLDEQYF. Result: 1 (the TCR binds to the epitope). (10) The epitope is LLFGYPVYV. The TCR CDR3 sequence is CSTGTGEGGTQYF. Result: 0 (the TCR does not bind to the epitope).